From a dataset of Ames mutagenicity test results for genotoxicity prediction. Regression/Classification. Given a drug SMILES string, predict its toxicity properties. Task type varies by dataset: regression for continuous values (e.g., LD50, hERG inhibition percentage) or binary classification for toxic/non-toxic outcomes (e.g., AMES mutagenicity, cardiotoxicity, hepatotoxicity). Dataset: ames. The molecule is CC(C)(C)CC(C)(C)c1ccc(OCCOCC[N+](C)(C)Cc2ccccc2)cc1. The result is 0 (non-mutagenic).